This data is from Forward reaction prediction with 1.9M reactions from USPTO patents (1976-2016). The task is: Predict the product of the given reaction. Given the reactants [C:1]([C:3]1[C:4]([C:9]2[CH:14]=[CH:13][CH:12]=[CH:11][CH:10]=2)=[N:5][O:6][C:7]=1[CH3:8])#[CH:2].I[C:16]1[C:21]([OH:22])=[CH:20][CH:19]=[CH:18][N:17]=1, predict the reaction product. The product is: [CH3:8][C:7]1[O:6][N:5]=[C:4]([C:9]2[CH:14]=[CH:13][CH:12]=[CH:11][CH:10]=2)[C:3]=1[C:1]#[C:2][C:16]1[C:21]([OH:22])=[CH:20][CH:19]=[CH:18][N:17]=1.